This data is from Full USPTO retrosynthesis dataset with 1.9M reactions from patents (1976-2016). The task is: Predict the reactants needed to synthesize the given product. (1) Given the product [CH3:1][O:2][C:3]([C:5]1[C@H:6]([C:18]2[CH:23]=[CH:22][C:21]([F:24])=[CH:20][C:19]=2[Cl:25])[N:7]=[C:8]([C:13]2[S:14][CH:15]=[CH:16][N:17]=2)[NH:9][C:10]=1[CH2:11][N:30]1[CH2:31][C:27]([F:35])([F:26])[CH2:28][C@H:29]1[C:32]([OH:34])=[O:33])=[O:4], predict the reactants needed to synthesize it. The reactants are: [CH3:1][O:2][C:3]([C:5]1[C@H:6]([C:18]2[CH:23]=[CH:22][C:21]([F:24])=[CH:20][C:19]=2[Cl:25])[N:7]=[C:8]([C:13]2[S:14][CH:15]=[CH:16][N:17]=2)[NH:9][C:10]=1[CH2:11]Br)=[O:4].[F:26][C:27]1([F:35])[CH2:31][NH:30][C@H:29]([C:32]([OH:34])=[O:33])[CH2:28]1.CCN(C(C)C)C(C)C. (2) Given the product [Cl:8][C:9]1[C:10]([NH:31][C@@H:32]2[C@@H:37]3[CH2:38][C@@H:34]([CH:35]=[CH:36]3)[C@@H:33]2[C:39]([NH2:41])=[O:40])=[C:11]2[N:17]=[C:16]([C:18]3[CH:19]=[CH:20][C:21]([O:4][CH3:3])=[CH:22][CH:23]=3)[NH:15][C:12]2=[N:13][CH:14]=1, predict the reactants needed to synthesize it. The reactants are: FC(F)(F)[C:3](O)=[O:4].[Cl:8][C:9]1[C:10]([NH:31][C@@H:32]2[C@@H:37]3[CH2:38][C@@H:34]([CH:35]=[CH:36]3)[C@@H:33]2[C:39]([NH2:41])=[O:40])=[C:11]2[N:17]=[C:16]([C:18]3[CH:23]=[CH:22][C:21](CN4CCOCC4)=[CH:20][CH:19]=3)[NH:15][C:12]2=[N:13][CH:14]=1.NC1C(N)=C(N[C@@H]2[C@@H]3C[C@@H](C=C3)[C@@H]2C(N)=O)C(Cl)=CN=1.COC1C=CC(C=O)=CC=1.